The task is: Predict the reaction yield, written as a fraction of the theoretical maximum amount of product (1.0 means a 100% yield; for example, 0.34 means a 34% yield).. This data is from Reaction yield outcomes from USPTO patents with 853,638 reactions. (1) The reactants are CC(C)([O-])C.[K+].[C:7]([CH2:9]P(=O)(OCC)OCC)#[N:8].[CH:18]([C:20]1([C:23]#[N:24])[CH2:22][CH2:21]1)=O. The catalyst is C1COCC1. The product is [C:7](/[CH:9]=[CH:18]/[C:20]1([C:23]#[N:24])[CH2:22][CH2:21]1)#[N:8]. The yield is 0.190. (2) The reactants are [CH2:1]([O:3][C:4](=[O:36])[CH2:5][CH2:6][CH2:7][O:8][C:9]1[CH:14]=[CH:13][CH:12]=[C:11]([CH:15]=[CH:16][CH2:17][CH2:18][CH2:19][CH2:20][O:21][Si:22]([C:25]([CH3:28])([CH3:27])[CH3:26])([CH3:24])[CH3:23])[C:10]=1/[CH:29]=[CH:30]/[C:31]([O:33][CH2:34][CH3:35])=[O:32])[CH3:2].[H][H]. The catalyst is C(OCC)(=O)C.[Pd]. The product is [CH2:1]([O:3][C:4](=[O:36])[CH2:5][CH2:6][CH2:7][O:8][C:9]1[CH:14]=[CH:13][CH:12]=[C:11]([CH2:15][CH2:16][CH2:17][CH2:18][CH2:19][CH2:20][O:21][Si:22]([C:25]([CH3:28])([CH3:27])[CH3:26])([CH3:23])[CH3:24])[C:10]=1[CH2:29][CH2:30][C:31]([O:33][CH2:34][CH3:35])=[O:32])[CH3:2]. The yield is 0.860. (3) The reactants are [C:1]1([CH:7]([CH3:10])[C:8]#[N:9])[CH:6]=[CH:5][CH:4]=[CH:3][CH:2]=1.C[Si]([N-][Si](C)(C)C)(C)C.[Na+].[CH2:21](Br)[CH:22]=[CH2:23]. The catalyst is CS(C)=O.C1COCC1.[Cl-].[NH4+]. The product is [CH3:10][C:7]([C:1]1[CH:6]=[CH:5][CH:4]=[CH:3][CH:2]=1)([CH2:23][CH:22]=[CH2:21])[C:8]#[N:9]. The yield is 0.995. (4) The reactants are [N-]=[N+]=[N-].[Na+].BrC1C=CC(F)=C([C@]2(C)[C@H]3[C@](COC)(C3)SC(N)=N2)C=1.[NH4+].[Cl-].[OH-].[NH4+].[N:29]([C:32]1[CH:33]=[CH:34][C:35]([F:50])=[C:36]([C@:38]2([CH3:49])[C@H:44]3[C@:42]([CH2:45][O:46][CH3:47])([CH2:43]3)[S:41][C:40]([NH2:48])=[N:39]2)[CH:37]=1)=[N+]=[N-].CP(C)C. The catalyst is C1COCC1.[Cu]I.O=C1O[C@H]([C@H](CO)O)C([O-])=C1O.[Na+].O.CCO. The product is [NH2:29][C:32]1[CH:33]=[CH:34][C:35]([F:50])=[C:36]([C@:38]2([CH3:49])[C@H:44]3[C@:42]([CH2:45][O:46][CH3:47])([CH2:43]3)[S:41][C:40]([NH2:48])=[N:39]2)[CH:37]=1. The yield is 0.770. (5) The reactants are [C:1]1([C:7]2[C:22]([C:23]3[CH:28]=[CH:27][C:26]([C:29]4([NH:33]C(=O)OC(C)(C)C)[CH2:32][CH2:31][CH2:30]4)=[CH:25][CH:24]=3)=[N:21][C:10]3[O:11][CH2:12][CH2:13][N:14]([C:15]4[CH:16]=[N:17][CH:18]=[CH:19][CH:20]=4)[C:9]=3[CH:8]=2)[CH:6]=[CH:5][CH:4]=[CH:3][CH:2]=1. The catalyst is C(O)(C(F)(F)F)=O. The product is [C:1]1([C:7]2[C:22]([C:23]3[CH:24]=[CH:25][C:26]([C:29]4([NH2:33])[CH2:32][CH2:31][CH2:30]4)=[CH:27][CH:28]=3)=[N:21][C:10]3[O:11][CH2:12][CH2:13][N:14]([C:15]4[CH:16]=[N:17][CH:18]=[CH:19][CH:20]=4)[C:9]=3[CH:8]=2)[CH:6]=[CH:5][CH:4]=[CH:3][CH:2]=1. The yield is 0.320. (6) The reactants are [Br:1][CH2:2][C:3]1[CH:8]=[CH:7][CH:6]=[CH:5][C:4]=1[CH2:9]Br.ClCC1C(C)=C(CCl)C(C)=CC=1C.[NH2:24][C:25]([NH2:27])=[S:26]. No catalyst specified. The product is [BrH:1].[BrH:1].[C:25]([S:26][CH2:2][C:3]1[CH:8]=[CH:7][CH:6]=[CH:5][C:4]=1[CH2:9][S:26][C:25](=[NH:24])[NH2:27])(=[NH:27])[NH2:24]. The yield is 0.520. (7) The reactants are Br[C:2]1[CH:7]=[CH:6][C:5]([O:8][CH3:9])=[CH:4][CH:3]=1.C([Li])CCC.[O:15]=[C:16]1[CH2:22][CH2:21][CH2:20][N:19]([C:23]([O:25][C:26]([CH3:29])([CH3:28])[CH3:27])=[O:24])[CH2:18][CH2:17]1. The catalyst is C1COCC1. The product is [OH:15][C:16]1([C:2]2[CH:7]=[CH:6][C:5]([O:8][CH3:9])=[CH:4][CH:3]=2)[CH2:22][CH2:21][CH2:20][N:19]([C:23]([O:25][C:26]([CH3:29])([CH3:28])[CH3:27])=[O:24])[CH2:18][CH2:17]1. The yield is 0.450.